The task is: Predict which catalyst facilitates the given reaction.. This data is from Catalyst prediction with 721,799 reactions and 888 catalyst types from USPTO. (1) Reactant: [Br:1][C:2]1[CH:3]=[C:4]([C:13]([F:16])([F:15])[F:14])[CH:5]=[C:6]2[C:11]=1[N:10]=[C:9](Cl)[N:8]=[CH:7]2.[S:17]([NH2:27])(=[O:26])([C:19]1[CH:24]=[CH:23][C:22]([NH2:25])=[CH:21][CH:20]=1)=[O:18]. Product: [Br:1][C:2]1[CH:3]=[C:4]([C:13]([F:16])([F:15])[F:14])[CH:5]=[C:6]2[C:11]=1[N:10]=[C:9]([NH:25][C:22]1[CH:23]=[CH:24][C:19]([S:17]([NH2:27])(=[O:18])=[O:26])=[CH:20][CH:21]=1)[N:8]=[CH:7]2. The catalyst class is: 41. (2) Reactant: C([N:8]1[C@H:14]([CH2:15][OH:16])[CH2:13][CH2:12][C:9]21[CH2:11][CH2:10]2)C1C=CC=CC=1.[ClH:17]. Product: [ClH:17].[CH2:10]1[C:9]2([CH2:12][CH2:13][C@@H:14]([CH2:15][OH:16])[NH:8]2)[CH2:11]1. The catalyst class is: 43.